From a dataset of Forward reaction prediction with 1.9M reactions from USPTO patents (1976-2016). Predict the product of the given reaction. (1) Given the reactants [H-].[H-].[H-].[H-].[Li+].[Al+3].[Cl:7][C:8]1[CH:9]=[C:10]([CH:15]=[C:16]([C:18]2[CH:23]=[CH:22][CH:21]=[CH:20][N:19]=2)[CH:17]=1)[C:11](OC)=[O:12].O.[OH-].[Na+], predict the reaction product. The product is: [Cl:7][C:8]1[CH:9]=[C:10]([CH2:11][OH:12])[CH:15]=[C:16]([C:18]2[CH:23]=[CH:22][CH:21]=[CH:20][N:19]=2)[CH:17]=1. (2) Given the reactants [CH:1](=[C:8]1[C:13](=[O:14])[C:12]([C:15]([CH3:18])([CH3:17])[CH3:16])=[CH:11][C:10]([C:19]([CH3:22])([CH3:21])[CH3:20])=[CH:9]1)[C:2]1[CH:7]=[CH:6][CH:5]=[CH:4][CH:3]=1.FC(F)(F)[C:25](O)=[O:26], predict the reaction product. The product is: [C:19]([C:10]1[CH:11]=[C:12]([C:15]([CH3:16])([CH3:18])[CH3:17])[C:13]2[O:14][C:25](=[O:26])[CH:1]([C:2]3[CH:7]=[CH:6][CH:5]=[CH:4][CH:3]=3)[C:8]=2[CH:9]=1)([CH3:22])([CH3:21])[CH3:20].